This data is from Forward reaction prediction with 1.9M reactions from USPTO patents (1976-2016). The task is: Predict the product of the given reaction. (1) Given the reactants [OH:1][CH2:2][C:3]1[CH:8]=[CH:7][C:6]([CH2:9][NH:10][C:11](=[O:17])[O:12][C:13]([CH3:16])([CH3:15])[CH3:14])=[CH:5][CH:4]=1.[C:18]1(O)[CH:23]=[CH:22][CH:21]=[CH:20][CH:19]=1.C1(P(C2C=CC=CC=2)C2C=CC=CC=2)C=CC=CC=1.N(C(OC(C)C)=O)=NC(OC(C)C)=O, predict the reaction product. The product is: [O:1]([CH2:2][C:3]1[CH:4]=[CH:5][C:6]([CH2:9][NH:10][C:11](=[O:17])[O:12][C:13]([CH3:14])([CH3:16])[CH3:15])=[CH:7][CH:8]=1)[C:18]1[CH:23]=[CH:22][CH:21]=[CH:20][CH:19]=1. (2) Given the reactants C(OC(=O)[NH:7][C:8]1[CH:13]=[C:12]([Cl:14])[C:11]([C:15]2[S:16][C:17]3[C:18]([NH:25][C:26]4[CH:31]=[C:30]([CH2:32][OH:33])[N:29]=[CH:28][N:27]=4)=[N:19][CH:20]=[C:21]([F:24])[C:22]=3[N:23]=2)=[C:10]([Cl:34])[CH:9]=1)(C)(C)C.C(OC(=O)NC1C=C([Cl:49])C(C2SC3C(Cl)=NC=C(F)C=3N=2)=C(Cl)C=1)(C)(C)C.NC1N=CN=C(CO)C=1.CC1(C)C2C(=C(P(C3C=CC=CC=3)C3C=CC=CC=3)C=CC=2)OC2C(P(C3C=CC=CC=3)C3C=CC=CC=3)=CC=CC1=2.C([O-])([O-])=O.[Cs+].[Cs+], predict the reaction product. The product is: [ClH:14].[ClH:49].[NH2:7][C:8]1[CH:13]=[C:12]([Cl:14])[C:11]([C:15]2[S:16][C:17]3[C:18]([NH:25][C:26]4[N:27]=[CH:28][N:29]=[C:30]([CH2:32][OH:33])[CH:31]=4)=[N:19][CH:20]=[C:21]([F:24])[C:22]=3[N:23]=2)=[C:10]([Cl:34])[CH:9]=1. (3) Given the reactants [H-].[Al+3].[H-].[H-].[CH3:5][C:6]([CH2:14][CH2:15][CH2:16][CH:17]([CH3:24])[CH2:18][CH2:19][CH2:20][CH:21]([CH3:23])[CH3:22])=[CH:7][CH2:8][CH2:9][C:10](OC)=[O:11].S([O-])([O-])(=O)=O.[Na+].[Na+], predict the reaction product. The product is: [CH3:5][C:6]([CH2:14][CH2:15][CH2:16][CH:17]([CH3:24])[CH2:18][CH2:19][CH2:20][CH:21]([CH3:23])[CH3:22])=[CH:7][CH2:8][CH2:9][CH2:10][OH:11]. (4) Given the reactants [F:1][C:2]1[CH:9]=[CH:8][C:5]([CH2:6]Br)=[C:4]([C:10]([F:13])([F:12])[F:11])[CH:3]=1.[OH:14][C:15]1[CH:19]=[C:18]([N:20]2[C:28]3[CH:27]=[CH:26][N:25]=[CH:24][C:23]=3[N:22]=[CH:21]2)[S:17][C:16]=1[C:29]([O:31][CH3:32])=[O:30].C(=O)([O-])[O-].[K+].[K+], predict the reaction product. The product is: [F:1][C:2]1[CH:9]=[CH:8][C:5]([CH2:6][O:14][C:15]2[CH:19]=[C:18]([N:20]3[C:28]4[CH:27]=[CH:26][N:25]=[CH:24][C:23]=4[N:22]=[CH:21]3)[S:17][C:16]=2[C:29]([O:31][CH3:32])=[O:30])=[C:4]([C:10]([F:13])([F:12])[F:11])[CH:3]=1. (5) Given the reactants [CH3:1][S:2][C:3]1[N:8]=[C:7]([NH:9][CH2:10][CH2:11][CH3:12])[C:6]([C:13]2[O:17][C:16](=[O:18])[NH:15][N:14]=2)=[CH:5][N:4]=1.C1(P(C2C=CC=CC=2)C2C=CC=CC=2)C=CC=CC=1.CCOC(/N=N/C(OCC)=O)=O.[Br:50][CH2:51][CH2:52]O, predict the reaction product. The product is: [Br:50][CH2:51][CH2:52][N:15]1[N:14]=[C:13]([C:6]2[C:7]([NH:9][CH2:10][CH2:11][CH3:12])=[N:8][C:3]([S:2][CH3:1])=[N:4][CH:5]=2)[O:17][C:16]1=[O:18]. (6) Given the reactants [CH:1]([C:4]1[CH:9]=[CH:8][CH:7]=[CH:6][C:5]=1[NH:10][C:11]1[C:16]([NH2:17])=[CH:15][CH:14]=[CH:13][C:12]=1[C:18]1[CH:23]=[CH:22][CH:21]=[CH:20][CH:19]=1)([CH3:3])[CH3:2].[CH:24](=O)[C:25]1[CH:30]=[CH:29][CH:28]=[CH:27][CH:26]=1.S(=O)(O)[O-].[Na+].[Li+].[Cl-], predict the reaction product. The product is: [CH:1]([C:4]1[CH:9]=[CH:8][CH:7]=[CH:6][C:5]=1[N:10]1[C:11]2[C:12]([C:18]3[CH:23]=[CH:22][CH:21]=[CH:20][CH:19]=3)=[CH:13][CH:14]=[CH:15][C:16]=2[N:17]=[C:24]1[C:25]1[CH:30]=[CH:29][CH:28]=[CH:27][CH:26]=1)([CH3:3])[CH3:2].